From a dataset of Catalyst prediction with 721,799 reactions and 888 catalyst types from USPTO. Predict which catalyst facilitates the given reaction. (1) Reactant: [Cl:1][C:2]1[CH:10]=[CH:9][C:5]([C:6]([OH:8])=[O:7])=[CH:4][C:3]=1[NH:11][C:12]([C:14]1[C:25](=[O:26])[NH:24][C:17]2[N:18]=[C:19]([O:22][CH3:23])[N:20]=[CH:21][C:16]=2[CH:15]=1)=[O:13].[CH2:27](Br)[C:28]1[CH:33]=[CH:32][CH:31]=[CH:30][CH:29]=1.[F-].C([N+](CCCC)(CCCC)CCCC)CCC. Product: [CH2:27]([O:7][C:6](=[O:8])[C:5]1[CH:9]=[CH:10][C:2]([Cl:1])=[C:3]([NH:11][C:12]([C:14]2[C:25](=[O:26])[NH:24][C:17]3[N:18]=[C:19]([O:22][CH3:23])[N:20]=[CH:21][C:16]=3[CH:15]=2)=[O:13])[CH:4]=1)[C:28]1[CH:33]=[CH:32][CH:31]=[CH:30][CH:29]=1. The catalyst class is: 1. (2) Reactant: Cl[C:2]1[C:7]([N+:8]([O-:10])=[O:9])=[C:6]([Cl:11])[N:5]=[CH:4][N:3]=1.[CH3:12][O:13][C:14]1[CH:19]=[CH:18][C:17]([NH2:20])=[CH:16][CH:15]=1.C(N(CC)CC)C. Product: [Cl:11][C:6]1[N:5]=[CH:4][N:3]=[C:2]([NH:20][C:17]2[CH:18]=[CH:19][C:14]([O:13][CH3:12])=[CH:15][CH:16]=2)[C:7]=1[N+:8]([O-:10])=[O:9]. The catalyst class is: 41. (3) Reactant: [CH3:1][C:2]1[CH:10]=[C:9]([CH2:11][O:12][C:13]2[CH:18]=[CH:17][CH:16]=[CH:15][CH:14]=2)[CH:8]=[CH:7][C:3]=1[C:4]([OH:6])=O.C(N(CC)CC)C.[NH2:26][CH2:27][C:28]1[C:29]([OH:36])=[N:30][C:31]([CH3:35])=[CH:32][C:33]=1[CH3:34]. Product: [OH:36][C:29]1[C:28]([CH2:27][NH:26][C:4](=[O:6])[C:3]2[CH:7]=[CH:8][C:9]([CH2:11][O:12][C:13]3[CH:18]=[CH:17][CH:16]=[CH:15][CH:14]=3)=[CH:10][C:2]=2[CH3:1])=[C:33]([CH3:34])[CH:32]=[C:31]([CH3:35])[N:30]=1. The catalyst class is: 4. (4) Reactant: [C:1]12([N:6]([CH2:18][CH2:19][O:20]C3CCCCO3)[S:7]([C:10]3[C:11]([Cl:17])=[N:12][CH:13]=[C:14]([Br:16])[CH:15]=3)(=[O:9])=[O:8])[CH2:5][CH:3]([CH2:4]1)[CH2:2]2.C1(C)C=CC(S(O)(=O)=O)=CC=1.C([O-])(O)=O.[Na+]. Product: [C:1]12([N:6]([CH2:18][CH2:19][OH:20])[S:7]([C:10]3[C:11]([Cl:17])=[N:12][CH:13]=[C:14]([Br:16])[CH:15]=3)(=[O:8])=[O:9])[CH2:5][CH:3]([CH2:2]1)[CH2:4]2. The catalyst class is: 24. (5) Reactant: [F:1][C:2]([F:7])([F:6])[C:3]([OH:5])=[O:4].[Cl:8][C:9]1[CH:10]=[C:11]2[C:16](=[C:17]([Cl:19])[CH:18]=1)[CH2:15][N:14]([CH3:20])[CH2:13][C@H:12]2[C:21]1[CH:26]=[CH:25][CH:24]=[CH:23][C:22]=1[NH:27][C:28]([CH2:30][O:31][CH2:32][C:33]([OH:35])=O)=[O:29].CCN(C(C)C)C(C)C.C(Cl)CCl. Product: [F:1][C:2]([F:7])([F:6])[C:3]([OH:5])=[O:4].[Cl:8][C:9]1[CH:10]=[C:11]2[C:16](=[C:17]([Cl:19])[CH:18]=1)[CH2:15][N:14]([CH3:20])[CH2:13][C@H:12]2[C:21]1[CH:26]=[CH:25][CH:24]=[CH:23][C:22]=1[N:27]1[C:28](=[O:29])[CH2:30][O:31][CH2:32][C:33]1=[O:35]. The catalyst class is: 4. (6) Reactant: N([O-])=O.[Na+].CC1(C)N([O])C(C)(C)CCC1.CC(O[Na])=[O:18].[F:21][C:22]([F:34])([C:25]([F:33])([F:32])[C:26]([F:31])([F:30])[CH:27]([F:29])[F:28])[CH2:23][OH:24].O=O. Product: [F:21][C:22]([F:34])([C:25]([F:32])([F:33])[C:26]([F:30])([F:31])[CH:27]([F:28])[F:29])[C:23]([OH:18])=[O:24]. The catalyst class is: 15. (7) Reactant: [CH2:1]([O:5][CH2:6][CH2:7][O:8][C:9]1[CH:14]=[CH:13][C:12]([C:15]2[CH:16]=[CH:17][C:18]3[N:24]([CH2:25][CH:26]([CH3:28])[CH3:27])[CH2:23][CH2:22][C:21]([C:29]([NH:31][C:32]4[CH:37]=[CH:36][C:35]([S:38][CH2:39][C:40]5[N:44]([CH2:45][CH:46]([CH3:48])[CH3:47])[CH:43]=[N:42][N:41]=5)=[CH:34][CH:33]=4)=[O:30])=[CH:20][C:19]=3[CH:49]=2)=[CH:11][CH:10]=1)[CH2:2][CH2:3][CH3:4].ClC1C=CC=C(C(OO)=[O:58])C=1.S([O-])([O-])(=O)=S.[Na+].[Na+]. Product: [CH2:1]([O:5][CH2:6][CH2:7][O:8][C:9]1[CH:10]=[CH:11][C:12]([C:15]2[CH:16]=[CH:17][C:18]3[N:24]([CH2:25][CH:26]([CH3:27])[CH3:28])[CH2:23][CH2:22][C:21]([C:29]([NH:31][C:32]4[CH:33]=[CH:34][C:35]([S:38]([CH2:39][C:40]5[N:44]([CH2:45][CH:46]([CH3:48])[CH3:47])[CH:43]=[N:42][N:41]=5)=[O:58])=[CH:36][CH:37]=4)=[O:30])=[CH:20][C:19]=3[CH:49]=2)=[CH:13][CH:14]=1)[CH2:2][CH2:3][CH3:4]. The catalyst class is: 4. (8) Reactant: [O:1]=[C:2]1[N:10]([CH2:11][O:12][CH2:13][CH2:14][Si:15]([CH3:18])([CH3:17])[CH3:16])[C:5]2=[N:6][CH:7]=[CH:8][CH:9]=[C:4]2[C@:3]21[CH2:26][C:25]1[C:20](=[CH:21][CH:22]=[C:23]([SH-:27]C(=S)OCC)[CH:24]=1)[CH2:19]2.[OH-].[Na+].O. Product: [SH:27][C:23]1[CH:24]=[C:25]2[C:20](=[CH:21][CH:22]=1)[CH2:19][C@:3]1([C:4]3[C:5](=[N:6][CH:7]=[CH:8][CH:9]=3)[N:10]([CH2:11][O:12][CH2:13][CH2:14][Si:15]([CH3:16])([CH3:17])[CH3:18])[C:2]1=[O:1])[CH2:26]2. The catalyst class is: 14. (9) Reactant: [OH:1][N:2]1[C:6](=[O:7])[CH2:5][CH2:4][C:3]1=[O:8].C(N=C=NC(C)C)(C)C.[F:18][C:19]1[CH:20]=[CH:21][C:22]2[N:23]([C:25]([C:28]3[N:33]=[C:32]([NH:34][C@@H:35]4[CH2:40][CH2:39][CH2:38][N:37]([C:41]([CH3:46])([CH3:45])[C:42](O)=[O:43])[CH2:36]4)[CH:31]=[CH:30][N:29]=3)=[CH:26][N:27]=2)[CH:24]=1.O. Product: [F:18][C:19]1[CH:20]=[CH:21][C:22]2[N:23]([C:25]([C:28]3[N:33]=[C:32]([NH:34][C@@H:35]4[CH2:40][CH2:39][CH2:38][N:37]([C:41]([CH3:46])([CH3:45])[C:42]([O:1][N:2]5[C:6](=[O:7])[CH2:5][CH2:4][C:3]5=[O:8])=[O:43])[CH2:36]4)[CH:31]=[CH:30][N:29]=3)=[CH:26][N:27]=2)[CH:24]=1. The catalyst class is: 3. (10) Reactant: [NH2:1][C:2]1[N:7]([C:8]2[CH:13]=[CH:12][C:11]([CH2:14][CH2:15][NH:16][C:17]([CH3:31])([C:19]([O:21][CH:22]3[CH2:30]C4C(=CC=CC=4)[CH2:23]3)=[O:20])[CH3:18])=[CH:10][CH:9]=2)[C:6](=[O:32])[CH:5]=[CH:4][C:3]=1[C:33](=[O:42])[C:34]1[CH:39]=[CH:38][C:37]([F:40])=[CH:36][C:35]=1[F:41].[CH3:43]C(C(OC(C)(C)C)=O)(C)N.[BH-](OC(C)=O)(OC(C)=O)OC(C)=O.[Na+]. Product: [NH2:1][C:2]1[N:7]([C:8]2[CH:13]=[CH:12][C:11]([CH2:14][CH2:15][NH:16][C:17]([CH3:31])([C:19]([O:21][C:22]([CH3:30])([CH3:23])[CH3:43])=[O:20])[CH3:18])=[CH:10][CH:9]=2)[C:6](=[O:32])[CH:5]=[CH:4][C:3]=1[C:33](=[O:42])[C:34]1[CH:39]=[CH:38][C:37]([F:40])=[CH:36][C:35]=1[F:41]. The catalyst class is: 49.